Task: Predict the product of the given reaction.. Dataset: Forward reaction prediction with 1.9M reactions from USPTO patents (1976-2016) (1) The product is: [C:26]([O:25][C:23]([NH:2][C:1]([C:3]1[CH:10]=[CH:9][C:6]([CH:7]=[O:8])=[CH:5][CH:4]=1)=[NH:15])=[O:24])([CH3:29])([CH3:28])[CH3:27]. Given the reactants [C:1]([C:3]1[CH:10]=[CH:9][C:6]([CH:7]=[O:8])=[CH:5][CH:4]=1)#[N:2].C[Si]([N-:15][Si](C)(C)C)(C)C.[Li+].[OH-].[Na+].[C:23](O[C:23]([O:25][C:26]([CH3:29])([CH3:28])[CH3:27])=[O:24])([O:25][C:26]([CH3:29])([CH3:28])[CH3:27])=[O:24], predict the reaction product. (2) Given the reactants [Br:1][C:2]1[CH:3]=[C:4]([N:9](C)[CH3:10])[C:5]([CH3:8])=[N:6][CH:7]=1.C([O-])(O)=O.[Na+], predict the reaction product. The product is: [Br:1][C:2]1[CH:3]=[C:4]([NH:9][CH3:10])[C:5]([CH3:8])=[N:6][CH:7]=1.